Dataset: Merck oncology drug combination screen with 23,052 pairs across 39 cell lines. Task: Regression. Given two drug SMILES strings and cell line genomic features, predict the synergy score measuring deviation from expected non-interaction effect. (1) Drug 2: Cn1nnc2c(C(N)=O)ncn2c1=O. Drug 1: O=C(CCCCCCC(=O)Nc1ccccc1)NO. Synergy scores: synergy=25.4. Cell line: OVCAR3. (2) Drug 1: CCN(CC)CCNC(=O)c1c(C)[nH]c(C=C2C(=O)Nc3ccc(F)cc32)c1C. Drug 2: C#Cc1cccc(Nc2ncnc3cc(OCCOC)c(OCCOC)cc23)c1. Cell line: HCT116. Synergy scores: synergy=11.6. (3) Drug 1: N#Cc1ccc(Cn2cncc2CN2CCN(c3cccc(Cl)c3)C(=O)C2)cc1. Drug 2: COC1=C2CC(C)CC(OC)C(O)C(C)C=C(C)C(OC(N)=O)C(OC)C=CC=C(C)C(=O)NC(=CC1=O)C2=O. Cell line: LNCAP. Synergy scores: synergy=32.4. (4) Drug 1: CCC1(O)CC2CN(CCc3c([nH]c4ccccc34)C(C(=O)OC)(c3cc4c(cc3OC)N(C)C3C(O)(C(=O)OC)C(OC(C)=O)C5(CC)C=CCN6CCC43C65)C2)C1. Drug 2: N#Cc1ccc(Cn2cncc2CN2CCN(c3cccc(Cl)c3)C(=O)C2)cc1. Cell line: RPMI7951. Synergy scores: synergy=22.6. (5) Drug 1: NC(=O)c1cccc2cn(-c3ccc(C4CCCNC4)cc3)nc12. Drug 2: Cn1c(=O)n(-c2ccc(C(C)(C)C#N)cc2)c2c3cc(-c4cnc5ccccc5c4)ccc3ncc21. Cell line: MDAMB436. Synergy scores: synergy=23.0. (6) Drug 1: CS(=O)(=O)CCNCc1ccc(-c2ccc3ncnc(Nc4ccc(OCc5cccc(F)c5)c(Cl)c4)c3c2)o1. Drug 2: Cc1nc(Nc2ncc(C(=O)Nc3c(C)cccc3Cl)s2)cc(N2CCN(CCO)CC2)n1. Cell line: HCT116. Synergy scores: synergy=-31.3. (7) Drug 1: CCC1(O)CC2CN(CCc3c([nH]c4ccccc34)C(C(=O)OC)(c3cc4c(cc3OC)N(C)C3C(O)(C(=O)OC)C(OC(C)=O)C5(CC)C=CCN6CCC43C65)C2)C1. Drug 2: CC1(c2nc3c(C(N)=O)cccc3[nH]2)CCCN1. Cell line: HCT116. Synergy scores: synergy=-16.6. (8) Drug 1: CCC1(O)CC2CN(CCc3c([nH]c4ccccc34)C(C(=O)OC)(c3cc4c(cc3OC)N(C)C3C(O)(C(=O)OC)C(OC(C)=O)C5(CC)C=CCN6CCC43C65)C2)C1. Drug 2: N#Cc1ccc(Cn2cncc2CN2CCN(c3cccc(Cl)c3)C(=O)C2)cc1. Cell line: SW620. Synergy scores: synergy=54.1. (9) Drug 1: CN1C(=O)C=CC2(C)C3CCC4(C)C(NC(=O)OCC(F)(F)F)CCC4C3CCC12. Drug 2: O=P1(N(CCCl)CCCl)NCCCO1. Cell line: CAOV3. Synergy scores: synergy=18.3. (10) Drug 1: N.N.O=C(O)C1(C(=O)O)CCC1.[Pt]. Drug 2: NC1(c2ccc(-c3nc4ccn5c(=O)[nH]nc5c4cc3-c3ccccc3)cc2)CCC1. Cell line: A2780. Synergy scores: synergy=11.7.